This data is from Reaction yield outcomes from USPTO patents with 853,638 reactions. The task is: Predict the reaction yield, written as a fraction of the theoretical maximum amount of product (1.0 means a 100% yield; for example, 0.34 means a 34% yield). (1) The reactants are [CH3:1][C:2]([O:5][CH2:6][C@@H:7]([C:37]([O:39]C)=[O:38])[NH:8][C:9]([C:11]1[S:12][C:13]([C:29]2[CH:34]=[CH:33][C:32]([O:35][CH3:36])=[CH:31][CH:30]=2)=[CH:14][C:15]=1[NH:16][C:17]([NH:19][C:20]1[C:25]([CH3:26])=[CH:24][C:23]([CH3:27])=[CH:22][C:21]=1[CH3:28])=[O:18])=[O:10])([CH3:4])[CH3:3].[OH-].[Li+]. The catalyst is C1COCC1. The product is [CH3:4][C:2]([O:5][CH2:6][C@@H:7]([C:37]([OH:39])=[O:38])[NH:8][C:9]([C:11]1[S:12][C:13]([C:29]2[CH:30]=[CH:31][C:32]([O:35][CH3:36])=[CH:33][CH:34]=2)=[CH:14][C:15]=1[NH:16][C:17]([NH:19][C:20]1[C:25]([CH3:26])=[CH:24][C:23]([CH3:27])=[CH:22][C:21]=1[CH3:28])=[O:18])=[O:10])([CH3:1])[CH3:3]. The yield is 0.870. (2) The reactants are [NH2:1][C:2]1[C:10]2[C:9]([C:11]3[CH:16]=[CH:15][C:14]([Cl:17])=[C:13]([Cl:18])[CH:12]=3)=[N:8][C:7](S(C)=O)=[N:6][C:5]=2[S:4][C:3]=1[C:22]([NH2:24])=[O:23].[NH2:25][CH2:26][CH2:27][CH3:28]. The catalyst is C1COCC1. The yield is 0.280. The product is [NH2:1][C:2]1[C:10]2[C:9]([C:11]3[CH:16]=[CH:15][C:14]([Cl:17])=[C:13]([Cl:18])[CH:12]=3)=[N:8][C:7]([NH:25][CH2:26][CH2:27][CH3:28])=[N:6][C:5]=2[S:4][C:3]=1[C:22]([NH2:24])=[O:23]. (3) The reactants are C[O:2][C:3](=[O:39])[C@H:4]([CH2:29][C:30]1[C:38]2[C:33](=[CH:34][CH:35]=[CH:36][CH:37]=2)[NH:32][CH:31]=1)[NH:5][C:6](=[O:28])[CH2:7][CH2:8][C:9](=[O:27])[C@@H:10]([NH:18][C:19](=[O:26])[C:20]1[CH:25]=[CH:24][CH:23]=[CH:22][CH:21]=1)[CH2:11][C:12]1[CH:17]=[CH:16][CH:15]=[CH:14][CH:13]=1.C1COCC1.CO.[Li+].[OH-]. The catalyst is C(O)(=O)C. The product is [C:19]([NH:18][C@@H:10]([CH2:11][C:12]1[CH:17]=[CH:16][CH:15]=[CH:14][CH:13]=1)[C:9](=[O:27])[CH2:8][CH2:7][C:6]([NH:5][C@H:4]([C:3]([OH:39])=[O:2])[CH2:29][C:30]1[C:38]2[C:33](=[CH:34][CH:35]=[CH:36][CH:37]=2)[NH:32][CH:31]=1)=[O:28])(=[O:26])[C:20]1[CH:25]=[CH:24][CH:23]=[CH:22][CH:21]=1. The yield is 0.950. (4) The reactants are [Cl:1][C:2]1[CH:3]=[C:4]2[C:8](=[CH:9][CH:10]=1)[NH:7][CH:6]=[C:5]2[CH2:11]N(C)C.[C-:15]#[N:16].[K+]. The catalyst is CN(C)C=O.O. The product is [Cl:1][C:2]1[CH:3]=[C:4]2[C:8](=[CH:9][CH:10]=1)[NH:7][CH:6]=[C:5]2[CH2:11][C:15]#[N:16]. The yield is 0.630. (5) The reactants are [NH2:1][C:2]1[C:7]2=[C:8]([C:14]3[CH:19]=[CH:18][C:17]([NH:20][C:21]([NH:23][C:24]4[CH:29]=[C:28]([C:30]([F:33])([F:32])[F:31])[CH:27]=[CH:26][C:25]=4[F:34])=[O:22])=[CH:16][CH:15]=3)[C:9]([C:12]#[N:13])=[C:10](Br)[N:6]2[N:5]=[CH:4][N:3]=1.[Li]CCCC.CN([CH:43]=[O:44])C. The catalyst is C1COCC1. The product is [NH2:1][C:2]1[C:7]2=[C:8]([C:14]3[CH:19]=[CH:18][C:17]([NH:20][C:21]([NH:23][C:24]4[CH:29]=[C:28]([C:30]([F:33])([F:32])[F:31])[CH:27]=[CH:26][C:25]=4[F:34])=[O:22])=[CH:16][CH:15]=3)[C:9]([C:12]#[N:13])=[C:10]([CH:43]=[O:44])[N:6]2[N:5]=[CH:4][N:3]=1. The yield is 0.990.